From a dataset of NCI-60 drug combinations with 297,098 pairs across 59 cell lines. Regression. Given two drug SMILES strings and cell line genomic features, predict the synergy score measuring deviation from expected non-interaction effect. (1) Drug 1: C1C(C(OC1N2C=NC3=C2NC=NCC3O)CO)O. Drug 2: C1C(C(OC1N2C=NC(=NC2=O)N)CO)O. Cell line: MDA-MB-435. Synergy scores: CSS=-1.73, Synergy_ZIP=0.520, Synergy_Bliss=-1.39, Synergy_Loewe=-6.23, Synergy_HSA=-3.94. (2) Drug 1: CC1C(C(CC(O1)OC2CC(CC3=C2C(=C4C(=C3O)C(=O)C5=C(C4=O)C(=CC=C5)OC)O)(C(=O)C)O)N)O.Cl. Drug 2: C1=NNC2=C1C(=O)NC=N2. Cell line: 786-0. Synergy scores: CSS=25.6, Synergy_ZIP=-6.97, Synergy_Bliss=-1.25, Synergy_Loewe=-24.1, Synergy_HSA=-1.25. (3) Drug 1: CC=C1C(=O)NC(C(=O)OC2CC(=O)NC(C(=O)NC(CSSCCC=C2)C(=O)N1)C(C)C)C(C)C. Drug 2: CC1C(C(CC(O1)OC2CC(OC(C2O)C)OC3=CC4=CC5=C(C(=O)C(C(C5)C(C(=O)C(C(C)O)O)OC)OC6CC(C(C(O6)C)O)OC7CC(C(C(O7)C)O)OC8CC(C(C(O8)C)O)(C)O)C(=C4C(=C3C)O)O)O)O. Cell line: SK-MEL-2. Synergy scores: CSS=59.1, Synergy_ZIP=5.19, Synergy_Bliss=8.11, Synergy_Loewe=-19.9, Synergy_HSA=4.62.